This data is from Catalyst prediction with 721,799 reactions and 888 catalyst types from USPTO. The task is: Predict which catalyst facilitates the given reaction. Reactant: C(OC(=O)[NH:7][C:8]1[CH:9]=[N:10][C:11]([F:38])=[CH:12][C:13]=1[C:14]1[C:19]2[S:20][C:21]([C:23]3[CH:28]=[CH:27][N:26]=[C:25]([NH:29][CH2:30][CH2:31][N:32]4[CH2:36][CH2:35][NH:34][C:33]4=[O:37])[N:24]=3)=[CH:22][C:18]=2[CH:17]=[CH:16][CH:15]=1)(C)(C)C. Product: [NH3:7].[NH2:7][C:8]1[C:13]([C:14]2[C:19]3[S:20][C:21]([C:23]4[CH:28]=[CH:27][N:26]=[C:25]([NH:29][CH2:30][CH2:31][N:32]5[CH2:36][CH2:35][NH:34][C:33]5=[O:37])[N:24]=4)=[CH:22][C:18]=3[CH:17]=[CH:16][CH:15]=2)=[CH:12][C:11]([F:38])=[N:10][CH:9]=1. The catalyst class is: 4.